Dataset: Forward reaction prediction with 1.9M reactions from USPTO patents (1976-2016). Task: Predict the product of the given reaction. (1) Given the reactants [Cl:1][C:2]1[C:7]([Cl:8])=[CH:6][CH:5]=[CH:4][C:3]=1[S:9]([N:12]([C:22]1[C:27]([O:28][CH3:29])=[N:26][C:25](Cl)=[CH:24][N:23]=1)COCCO[Si](C)(C)C)(=[O:11])=[O:10].[C:31]([O:35][CH3:36])(=[O:34])[CH2:32][OH:33].[H-].[Na+], predict the reaction product. The product is: [Cl:1][C:2]1[C:7]([Cl:8])=[CH:6][CH:5]=[CH:4][C:3]=1[S:9]([NH:12][C:22]1[N:23]=[CH:24][C:25]([O:33][CH2:32][C:31]([O:35][CH3:36])=[O:34])=[N:26][C:27]=1[O:28][CH3:29])(=[O:10])=[O:11]. (2) The product is: [F:35][C:2]1([F:1])[CH2:8][N:7]([CH2:9][CH2:10][C:11]2[CH:16]=[CH:15][CH:14]=[CH:13][CH:12]=2)[C:6]2[N:17]=[C:18]([NH:21][C:22]3[CH:30]=[CH:29][C:25]([C:26]([NH:50][CH2:49][CH2:48][CH2:47][N:46]([CH3:51])[CH3:45])=[O:27])=[CH:24][C:23]=3[O:31][CH3:32])[N:19]=[CH:20][C:5]=2[N:4]([CH3:33])[C:3]1=[O:34]. Given the reactants [F:1][C:2]1([F:35])[CH2:8][N:7]([CH2:9][CH2:10][C:11]2[CH:16]=[CH:15][CH:14]=[CH:13][CH:12]=2)[C:6]2[N:17]=[C:18]([NH:21][C:22]3[CH:30]=[CH:29][C:25]([C:26](O)=[O:27])=[CH:24][C:23]=3[O:31][CH3:32])[N:19]=[CH:20][C:5]=2[N:4]([CH3:33])[C:3]1=[O:34].C(N(C(C)C)C(C)C)C.[CH3:45][N:46]([CH3:51])[CH2:47][CH2:48][CH2:49][NH2:50], predict the reaction product. (3) Given the reactants [CH2:1]([O:3][C:4]([N:6]1[C:15]2[C:10](=[N:11][C:12]([O:16][CH3:17])=[CH:13][CH:14]=2)[C@@H:9]([NH:18][C:19]2[N:24]=[C:23]([O:25]C(OCC)=O)[C:22]([CH2:31][CH2:32][CH2:33][OH:34])=[C:21]([CH2:35][C:36]3[CH:41]=[C:40]([C:42]([F:45])([F:44])[F:43])[CH:39]=[C:38]([C:46]([F:49])([F:48])[F:47])[CH:37]=3)[N:20]=2)[CH2:8][C@H:7]1[CH2:50][CH3:51])=[O:5])[CH3:2].[OH-].[Na+], predict the reaction product. The product is: [CH2:1]([O:3][C:4]([N:6]1[C:15]2[C:10](=[N:11][C:12]([O:16][CH3:17])=[CH:13][CH:14]=2)[C@@H:9]([NH:18][C:19]2[N:24]=[C:23]([OH:25])[C:22]([CH2:31][CH2:32][CH2:33][OH:34])=[C:21]([CH2:35][C:36]3[CH:41]=[C:40]([C:42]([F:45])([F:44])[F:43])[CH:39]=[C:38]([C:46]([F:48])([F:49])[F:47])[CH:37]=3)[N:20]=2)[CH2:8][C@H:7]1[CH2:50][CH3:51])=[O:5])[CH3:2]. (4) The product is: [C:8]([C:6]1[C:5]([O:11][CH3:12])=[C:4]([CH:13]2[CH2:17][C:18](=[O:19])[CH2:14]2)[C:3]([CH3:15])=[C:2]([Cl:1])[CH:7]=1)(=[O:10])[CH3:9]. Given the reactants [Cl:1][C:2]1[C:3]([CH3:15])=[C:4]([CH:13]=[CH2:14])[C:5]([O:11][CH3:12])=[C:6]([C:8](=[O:10])[CH3:9])[CH:7]=1.Cl[C:17](Cl)(Cl)[C:18](Cl)=[O:19].P(Cl)(Cl)(Cl)=O, predict the reaction product. (5) Given the reactants C([O:5][C:6](=[O:28])[CH2:7][N:8]1[C:16]2[C:11](=[CH:12][CH:13]=[CH:14][CH:15]=2)[C:10]([CH:17]2[C:21]3[CH:22]=[CH:23][CH:24]=[CH:25][C:20]=3[S:19](=[O:27])(=[O:26])[NH:18]2)=[CH:9]1)(C)(C)C.[C:29]([O-])([O-])=O.[K+].[K+].CI, predict the reaction product. The product is: [CH3:29][N:18]1[CH:17]([C:10]2[C:11]3[C:16](=[CH:15][CH:14]=[CH:13][CH:12]=3)[N:8]([CH2:7][C:6]([OH:5])=[O:28])[CH:9]=2)[C:21]2[CH:22]=[CH:23][CH:24]=[CH:25][C:20]=2[S:19]1(=[O:26])=[O:27]. (6) Given the reactants Br[C:2]1[C:15]2[N:14]3[CH:16]=[CH:17][N:18]=[C:13]3[C:12]3[CH:11]=[CH:10][CH:9]=[CH:8][C:7]=3[C:6]=2[CH:5]=[CH:4][CH:3]=1.[CH:19]([C:22]1[CH:27]=[CH:26][C:25](B(O)O)=[CH:24][CH:23]=1)([CH3:21])[CH3:20].C(=O)([O-])[O-].[K+].[K+].C1(P(C2C=CC=CC=2)C2C=CC=CC=2)C=CC=CC=1, predict the reaction product. The product is: [CH:19]([C:22]1[CH:27]=[CH:26][C:25]([C:2]2[C:15]3[N:14]4[CH:16]=[CH:17][N:18]=[C:13]4[C:12]4[CH:11]=[CH:10][CH:9]=[CH:8][C:7]=4[C:6]=3[CH:5]=[CH:4][CH:3]=2)=[CH:24][CH:23]=1)([CH3:21])[CH3:20]. (7) Given the reactants [CH:1]([N:3]([CH2:12][C@@H:13]([CH2:17][CH2:18][CH2:19][CH2:20][CH:21]=[CH2:22])[C:14]([OH:16])=O)[O:4][CH2:5][C:6]1[CH:11]=[CH:10][CH:9]=[CH:8][CH:7]=1)=[O:2].[CH2:23]([C:27]1[N:32]=[C:31]([N:33]([CH3:35])[CH3:34])[N:30]=[C:29]([NH:36][NH2:37])[N:28]=1)[CH2:24][CH:25]=[CH2:26].CN1CCOCC1.C1C=NC2N(O)N=NC=2C=1.Cl.CN(C)CCCN=C=NCC, predict the reaction product. The product is: [CH2:23]([C:27]1[N:32]=[C:31]([N:33]([CH3:35])[CH3:34])[N:30]=[C:29]([NH:36][NH:37][C:14]([C@H:13]([CH2:17][CH2:18][CH2:19][CH2:20][CH:21]=[CH2:22])[CH2:12][N:3]([O:4][CH2:5][C:6]2[CH:7]=[CH:8][CH:9]=[CH:10][CH:11]=2)[CH:1]=[O:2])=[O:16])[N:28]=1)[CH2:24][CH:25]=[CH2:26]. (8) Given the reactants [C:1]([C:3]1[CH:8]=[CH:7][C:6](B(O)O)=[CH:5][CH:4]=1)#[N:2].Br[C:13]1[CH:18]=[C:17]([F:19])[C:16]([OH:20])=[C:15]([Cl:21])[CH:14]=1, predict the reaction product. The product is: [Cl:21][C:15]1[CH:14]=[C:13]([C:6]2[CH:7]=[CH:8][C:3]([C:1]#[N:2])=[CH:4][CH:5]=2)[CH:18]=[C:17]([F:19])[C:16]=1[OH:20]. (9) Given the reactants Br[C:2]1[CH:3]=[C:4]2[C:10]([CH:11]=[O:12])=[CH:9][NH:8][C:5]2=[N:6][CH:7]=1.O1CCOCC1.C(=O)([O-])[O-].[Cs+].[Cs+].[C:25]1(B(O)O)[CH:30]=[CH:29][CH:28]=[CH:27][CH:26]=1, predict the reaction product. The product is: [C:25]1([C:2]2[CH:3]=[C:4]3[C:10]([CH:11]=[O:12])=[CH:9][NH:8][C:5]3=[N:6][CH:7]=2)[CH:30]=[CH:29][CH:28]=[CH:27][CH:26]=1. (10) Given the reactants [Br:1][C:2]1[CH:11]=[C:10]2[C:5]([CH:6]=[CH:7][CH:8]=[N+:9]2[O-])=[CH:4][CH:3]=1.P(Cl)(Cl)([Cl:15])=O.O, predict the reaction product. The product is: [Br:1][C:2]1[CH:11]=[C:10]2[C:5]([CH:6]=[CH:7][C:8]([Cl:15])=[N:9]2)=[CH:4][CH:3]=1.